This data is from Forward reaction prediction with 1.9M reactions from USPTO patents (1976-2016). The task is: Predict the product of the given reaction. Given the reactants Cl[C:2]1[CH:7]=[N:6][CH:5]=[C:4]([Cl:8])[N:3]=1.[NH2:9][CH2:10][C:11]1[CH:20]=[CH:19][C:14]([C:15]([O:17][CH3:18])=[O:16])=[CH:13][CH:12]=1.Cl.CCN(C(C)C)C(C)C.[NH4+].[Cl-], predict the reaction product. The product is: [CH3:18][O:17][C:15](=[O:16])[C:14]1[CH:19]=[CH:20][C:11]([CH2:10][NH:9][C:2]2[CH:7]=[N:6][CH:5]=[C:4]([Cl:8])[N:3]=2)=[CH:12][CH:13]=1.